Dataset: Full USPTO retrosynthesis dataset with 1.9M reactions from patents (1976-2016). Task: Predict the reactants needed to synthesize the given product. (1) Given the product [CH3:1][C:2]1[C:6]([CH2:7][C:8]([N:13]([CH3:12])[C@H:14]2[CH2:33][N:18]3[C:19]4[C:24]([C:25]([CH2:26][C:27]([OH:29])=[O:28])=[C:17]3[CH2:16][CH2:15]2)=[CH:23][CH:22]=[CH:21][CH:20]=4)=[O:10])=[C:5]([CH3:11])[O:4][N:3]=1, predict the reactants needed to synthesize it. The reactants are: [CH3:1][C:2]1[C:6]([CH2:7][C:8]([OH:10])=O)=[C:5]([CH3:11])[O:4][N:3]=1.[CH3:12][NH:13][C@H:14]1[CH2:33][N:18]2[C:19]3[C:24]([C:25]([CH2:26][C:27]([O:29]CCC)=[O:28])=[C:17]2[CH2:16][CH2:15]1)=[CH:23][CH:22]=[CH:21][CH:20]=3. (2) Given the product [N:18]1[CH:23]=[CH:22][CH:21]=[CH:20][C:19]=1[O:24][C:25]1[CH:26]=[CH:27][C:28]([CH2:31][N:10]2[CH2:11][CH2:12][N:7]([C:13]([O:15][CH2:16][CH3:17])=[O:14])[CH2:8][CH2:9]2)=[CH:29][CH:30]=1, predict the reactants needed to synthesize it. The reactants are: N1CCNCC1.[N:7]1([C:13]([O:15][CH2:16][CH3:17])=[O:14])[CH2:12][CH2:11][NH:10][CH2:9][CH2:8]1.[N:18]1[CH:23]=[CH:22][CH:21]=[CH:20][C:19]=1[O:24][C:25]1[CH:30]=[CH:29][C:28]([CH2:31]Cl)=[CH:27][CH:26]=1.